Dataset: Full USPTO retrosynthesis dataset with 1.9M reactions from patents (1976-2016). Task: Predict the reactants needed to synthesize the given product. (1) Given the product [CH3:1][NH:4][C:5]1[CH:6]=[C:7]([CH:10]=[CH:11][CH:12]=1)[C:8]#[N:9], predict the reactants needed to synthesize it. The reactants are: [CH3:1]O[Na].[NH2:4][C:5]1[CH:6]=[C:7]([CH:10]=[CH:11][CH:12]=1)[C:8]#[N:9].[BH4-].[Na+].[OH-].[Na+]. (2) Given the product [F:10][C:11]([F:24])([F:25])[C:12]1[CH:13]=[C:14]([CH:17]=[C:18]([C:20]([F:23])([F:21])[F:22])[CH:19]=1)[CH2:15][N:5]1[C:6](=[O:8])[CH2:7][S:3][C:4]1=[O:9], predict the reactants needed to synthesize it. The reactants are: [OH-].[Na+].[S:3]1[CH2:7][C:6](=[O:8])[NH:5][C:4]1=[O:9].[F:10][C:11]([F:25])([F:24])[C:12]1[CH:13]=[C:14]([CH:17]=[C:18]([C:20]([F:23])([F:22])[F:21])[CH:19]=1)[CH2:15]Br.O. (3) Given the product [CH3:1][O:2][C:3]1[CH:4]=[C:5]2[C:10](=[C:11]3[CH2:15][C:14]([CH3:17])([CH3:16])[O:13][C:12]=13)[C:9]([C:18]1[CH:19]=[C:20]([N:24]3[C:31](=[O:32])[CH2:30][NH:27][C:28]3=[O:29])[CH:21]=[CH:22][CH:23]=1)=[N:8][C:7]([CH3:26])([CH3:25])[CH2:6]2, predict the reactants needed to synthesize it. The reactants are: [CH3:1][O:2][C:3]1[CH:4]=[C:5]2[C:10](=[C:11]3[CH2:15][C:14]([CH3:17])([CH3:16])[O:13][C:12]=13)[C:9]([C:18]1[CH:19]=[C:20]([NH2:24])[CH:21]=[CH:22][CH:23]=1)=[N:8][C:7]([CH3:26])([CH3:25])[CH2:6]2.[N:27]([CH2:30][C:31](OCC)=[O:32])=[C:28]=[O:29]. (4) Given the product [NH2:9][C:8]1[C:7]2[C:2](=[N:3][C:4]([S:29][CH2:30][C:31]3[N:32]=[C:33]([C:36]4[CH:37]=[CH:38][C:39]([Cl:42])=[CH:40][CH:41]=4)[S:34][CH:35]=3)=[C:5]([C:27]#[N:28])[C:6]=2[C:10]2[CH:15]=[CH:14][C:13]([O:16][CH2:17][CH2:18][O:19][Si:20]([C:23]([CH3:26])([CH3:24])[CH3:25])([CH3:22])[CH3:21])=[CH:12][CH:11]=2)[N:1]([CH2:46][C:47]([O:49][CH3:50])=[O:48])[C:12]=1[C:13]([O:16][CH3:17])=[O:51], predict the reactants needed to synthesize it. The reactants are: [NH2:1][C:2]1[C:7]([C:8]#[N:9])=[C:6]([C:10]2[CH:15]=[CH:14][C:13]([O:16][CH2:17][CH2:18][O:19][Si:20]([C:23]([CH3:26])([CH3:25])[CH3:24])([CH3:22])[CH3:21])=[CH:12][CH:11]=2)[C:5]([C:27]#[N:28])=[C:4]([S:29][CH2:30][C:31]2[N:32]=[C:33]([C:36]3[CH:41]=[CH:40][C:39]([Cl:42])=[CH:38][CH:37]=3)[S:34][CH:35]=2)[N:3]=1.[H-].[Na+].Br[CH2:46][C:47]([O:49][CH3:50])=[O:48].[OH2:51]. (5) Given the product [CH3:7][N:6]1[C:2]([C:12]2[CH:17]=[CH:16][CH:15]=[CH:14][CH:13]=2)=[CH:3][CH:4]=[C:5]1[C:8]([O:10][CH3:11])=[O:9], predict the reactants needed to synthesize it. The reactants are: Br[C:2]1[N:6]([CH3:7])[C:5]([C:8]([O:10][CH3:11])=[O:9])=[CH:4][CH:3]=1.[C:12]1(B(O)O)[CH:17]=[CH:16][CH:15]=[CH:14][CH:13]=1.C([O-])([O-])=O.[Na+].[Na+].C(Cl)Cl. (6) Given the product [CH3:35][C:25]1[CH:26]=[C:27]([S:31]([NH:1][C:2]2[CH:7]=[CH:6][CH:5]=[CH:4][C:3]=2[NH:8][C:9]([NH:11][C:12]2[CH:17]=[CH:16][CH:15]=[CH:14][CH:13]=2)=[O:10])(=[O:33])=[O:32])[CH:28]=[CH:29][CH:30]=1, predict the reactants needed to synthesize it. The reactants are: [NH2:1][C:2]1[CH:7]=[CH:6][CH:5]=[CH:4][C:3]=1[NH:8][C:9]([NH:11][C:12]1[CH:17]=[CH:16][CH:15]=[CH:14][CH:13]=1)=[O:10].C(N(CC)CC)C.[C:25]1([CH3:35])[CH:30]=[CH:29][CH:28]=[C:27]([S:31](Cl)(=[O:33])=[O:32])[CH:26]=1. (7) Given the product [CH3:1][O:2][C:3]1[CH:9]=[CH:8][C:6]([NH:7][CH2:11][CH2:12][O:13][C:14]2[CH:19]=[CH:18][C:17]([OH:20])=[CH:16][CH:15]=2)=[CH:5][CH:4]=1, predict the reactants needed to synthesize it. The reactants are: [CH3:1][O:2][C:3]1[CH:9]=[CH:8][C:6]([NH2:7])=[CH:5][CH:4]=1.Br[CH2:11][CH2:12][O:13][C:14]1[CH:19]=[CH:18][C:17]([OH:20])=[CH:16][CH:15]=1.C(N(C(C)C)CC)(C)C. (8) The reactants are: C([Mg]Br)=C.[CH:5]1[CH:10]=[C:9](Cl)C=[C:7]([C:12]([O:14]O)=O)[CH:6]=1.FC(F)(OCC(O)CC1OC1)C(F)F.C(O)(=O)C.O. Given the product [O:14]1[C@H:7]([CH2:6][CH2:5][CH2:10][CH3:9])[CH2:12]1.[O:14]1[CH:7]([CH2:6][CH2:5][CH2:10][CH3:9])[CH2:12]1, predict the reactants needed to synthesize it. (9) Given the product [NH2:34][C:27]1[N:26]=[C:25]2[C:30]([N:31]=[CH:32][N:24]2[CH2:23][C@H:22]([CH2:21][O:20][C:1](=[O:19])[CH2:2][CH2:3][CH2:4][CH2:5][CH2:6][CH2:7][CH2:8][CH2:9][CH2:10][CH2:11][CH2:12][CH2:13][CH2:14][CH2:15][CH2:16][CH2:17][CH3:18])[CH2:35][CH2:36][O:37][C:38](=[O:51])[C@H:39]([CH:48]([CH3:50])[CH3:49])[NH:40][C:41]([O:43][C:44]([CH3:47])([CH3:46])[CH3:45])=[O:42])=[C:29]([Cl:65])[N:28]=1, predict the reactants needed to synthesize it. The reactants are: [C:1]([O:20][CH2:21][C@H:22]([CH2:35][CH2:36][O:37][C:38](=[O:51])[C@H:39]([CH:48]([CH3:50])[CH3:49])[NH:40][C:41]([O:43][C:44]([CH3:47])([CH3:46])[CH3:45])=[O:42])[CH2:23][N:24]1[CH:32]=[N:31][C:30]2[C:29](=O)[NH:28][C:27]([NH2:34])=[N:26][C:25]1=2)(=[O:19])[CH2:2][CH2:3][CH2:4][CH2:5][CH2:6][CH2:7][CH2:8][CH2:9][CH2:10][CH2:11][CH2:12][CH2:13][CH2:14][CH2:15][CH2:16][CH2:17][CH3:18].C(N(CC)C1C=CC=CC=1)C.P(Cl)(Cl)([Cl:65])=O.